Predict the product of the given reaction. From a dataset of Forward reaction prediction with 1.9M reactions from USPTO patents (1976-2016). (1) Given the reactants [Br:1][C:2]1[CH:7]=[CH:6][C:5]([CH2:8][C@@H:9]([NH:14][C:15]([O:17][C:18]([CH3:21])([CH3:20])[CH3:19])=[O:16])[CH2:10][C:11]([OH:13])=[O:12])=[CH:4][CH:3]=1.C([O-])(O)=O.[Na+].[CH2:27](I)[CH3:28], predict the reaction product. The product is: [Br:1][C:2]1[CH:3]=[CH:4][C:5]([CH2:8][C@@H:9]([NH:14][C:15]([O:17][C:18]([CH3:21])([CH3:20])[CH3:19])=[O:16])[CH2:10][C:11]([O:13][CH2:27][CH3:28])=[O:12])=[CH:6][CH:7]=1. (2) Given the reactants F[C:2]1[CH:3]=[CH:4][C:5]([N+:21]([O-:23])=[O:22])=[C:6]([NH:8][CH:9]([C:11]2[CH:16]=[C:15]([O:17][CH3:18])[CH:14]=[C:13]([O:19][CH3:20])[CH:12]=2)[CH3:10])[CH:7]=1.[N:24]1([C:30]([O:32][C:33]([CH3:36])([CH3:35])[CH3:34])=[O:31])[CH2:29][CH2:28][NH:27][CH2:26][CH2:25]1.C(N(CC)C(C)C)(C)C, predict the reaction product. The product is: [CH3:20][O:19][C:13]1[CH:12]=[C:11]([CH:9]([NH:8][C:6]2[CH:7]=[C:2]([N:27]3[CH2:26][CH2:25][N:24]([C:30]([O:32][C:33]([CH3:36])([CH3:35])[CH3:34])=[O:31])[CH2:29][CH2:28]3)[CH:3]=[CH:4][C:5]=2[N+:21]([O-:23])=[O:22])[CH3:10])[CH:16]=[C:15]([O:17][CH3:18])[CH:14]=1. (3) Given the reactants C([O:8][C:9]1[CH:14]=[C:13](/[CH:15]=[CH:16]/[C@@H:17]2[CH2:26][C:25]3[C:20](=[CH:21][CH:22]=[CH:23][CH:24]=3)[CH2:19][N:18]2[S:27]([CH3:30])(=[O:29])=[O:28])[CH:12]=[CH:11][C:10]=1[N:31]1[S:35](=[O:37])(=[O:36])[NH:34][C:33](=[O:38])[CH2:32]1)C1C=CC=CC=1, predict the reaction product. The product is: [OH:8][C:9]1[CH:14]=[C:13]([CH2:15][CH2:16][C@@H:17]2[CH2:26][C:25]3[C:20](=[CH:21][CH:22]=[CH:23][CH:24]=3)[CH2:19][N:18]2[S:27]([CH3:30])(=[O:28])=[O:29])[CH:12]=[CH:11][C:10]=1[N:31]1[S:35](=[O:37])(=[O:36])[NH:34][C:33](=[O:38])[CH2:32]1.